Task: Predict the product of the given reaction.. Dataset: Forward reaction prediction with 1.9M reactions from USPTO patents (1976-2016) Given the reactants CC1C=CC(S(O[CH2:12][CH:13]2[O:18][C:17]3[CH:19]=[C:20]([F:24])[CH:21]=[C:22]([F:23])[C:16]=3[O:15][CH2:14]2)(=O)=O)=CC=1.[NH:25]1[CH2:30][CH2:29][O:28][CH2:27][CH2:26]1, predict the reaction product. The product is: [F:23][C:22]1[C:16]2[O:15][CH2:14][CH:13]([CH2:12][N:25]3[CH2:30][CH2:29][O:28][CH2:27][CH2:26]3)[O:18][C:17]=2[CH:19]=[C:20]([F:24])[CH:21]=1.